From a dataset of Full USPTO retrosynthesis dataset with 1.9M reactions from patents (1976-2016). Predict the reactants needed to synthesize the given product. (1) The reactants are: [CH2:1]([NH:8][C:9]([C:11]1[S:15][C:14]([NH2:16])=[N:13][C:12]=1[CH2:17][N:18]([CH2:21][CH3:22])[CH2:19][CH3:20])=[O:10])[C:2]1[CH:7]=[CH:6][CH:5]=[CH:4][CH:3]=1.[C:23](Cl)(=[O:30])[C:24]1[CH:29]=[CH:28][CH:27]=[CH:26][CH:25]=1.C(N(CC)CC)C. Given the product [C:23]([NH:16][C:14]1[S:15][C:11]([C:9]([NH:8][CH2:1][C:2]2[CH:7]=[CH:6][CH:5]=[CH:4][CH:3]=2)=[O:10])=[C:12]([CH2:17][N:18]([CH2:21][CH3:22])[CH2:19][CH3:20])[N:13]=1)(=[O:30])[C:24]1[CH:29]=[CH:28][CH:27]=[CH:26][CH:25]=1, predict the reactants needed to synthesize it. (2) Given the product [ClH:17].[F:1][C:2]1[CH:3]=[C:4]([CH:14]=[CH:15][CH:16]=1)[CH2:5][O:6][C:7]1[CH:13]=[CH:12][C:10]([NH:11][C:18]2[C:27]3[C:22](=[CH:23][CH:24]=[C:25]([C:28]4[O:29][C:30]([C:33]([F:36])([F:34])[F:35])=[N:31][N:32]=4)[CH:26]=3)[N:21]=[CH:20][N:19]=2)=[CH:9][CH:8]=1, predict the reactants needed to synthesize it. The reactants are: [F:1][C:2]1[CH:3]=[C:4]([CH:14]=[CH:15][CH:16]=1)[CH2:5][O:6][C:7]1[CH:13]=[CH:12][C:10]([NH2:11])=[CH:9][CH:8]=1.[Cl:17][C:18]1[C:27]2[C:22](=[CH:23][CH:24]=[C:25]([C:28]3[O:29][C:30]([C:33]([F:36])([F:35])[F:34])=[N:31][N:32]=3)[CH:26]=2)[N:21]=[CH:20][N:19]=1. (3) Given the product [NH:15]1[C:23]2[C:18](=[CH:19][CH:20]=[C:21]([C:2]3[N:7]=[N:6][C:5]([NH2:8])=[N:4][C:3]=3[C:9]3[CH:14]=[CH:13][CH:12]=[CH:11][CH:10]=3)[CH:22]=2)[CH:17]=[CH:16]1, predict the reactants needed to synthesize it. The reactants are: Br[C:2]1[N:7]=[N:6][C:5]([NH2:8])=[N:4][C:3]=1[C:9]1[CH:14]=[CH:13][CH:12]=[CH:11][CH:10]=1.[NH:15]1[C:23]2[C:18](=[CH:19][CH:20]=[C:21](B(O)O)[CH:22]=2)[CH:17]=[CH:16]1. (4) Given the product [CH:1]([N:4]1[C:8]2[N:9]=[C:10]([C@H:14]3[C@H:18]([CH3:19])[CH2:17][N:16]([CH2:30][C:26]4[CH:25]=[C:24]5[C:29](=[CH:28][CH:27]=4)[N:20]=[CH:21][CH:22]=[N:23]5)[CH2:15]3)[NH:11][C:12](=[O:13])[C:7]=2[CH:6]=[N:5]1)([CH3:3])[CH3:2], predict the reactants needed to synthesize it. The reactants are: [CH:1]([N:4]1[C:8]2[N:9]=[C:10]([C@H:14]3[C@H:18]([CH3:19])[CH2:17][NH:16][CH2:15]3)[NH:11][C:12](=[O:13])[C:7]=2[CH:6]=[N:5]1)([CH3:3])[CH3:2].[N:20]1[C:29]2[C:24](=[CH:25][C:26]([CH:30]=O)=[CH:27][CH:28]=2)[N:23]=[CH:22][CH:21]=1.